Dataset: Full USPTO retrosynthesis dataset with 1.9M reactions from patents (1976-2016). Task: Predict the reactants needed to synthesize the given product. Given the product [CH:1]1([N:6]2[CH2:12][C:11]([F:13])([F:14])[C:10](=[O:15])[N:9]([CH3:16])[C:8]3[CH:17]=[N:18][C:19]([NH:21][C:22]4[C:30]([O:31][CH3:32])=[CH:29][C:25]([C:26]([NH:46][C:45]5[CH:47]=[CH:48][CH:49]=[C:43]([CH2:42][N:39]6[CH2:38][CH2:37][N:36]([CH3:35])[CH2:41][CH2:40]6)[CH:44]=5)=[O:27])=[C:24]([F:33])[CH:23]=4)=[N:20][C:7]2=3)[CH2:2][CH2:3][CH2:4][CH2:5]1, predict the reactants needed to synthesize it. The reactants are: [CH:1]1([N:6]2[CH2:12][C:11]([F:14])([F:13])[C:10](=[O:15])[N:9]([CH3:16])[C:8]3[CH:17]=[N:18][C:19]([NH:21][C:22]4[C:30]([O:31][CH3:32])=[CH:29][C:25]([C:26](O)=[O:27])=[C:24]([F:33])[CH:23]=4)=[N:20][C:7]2=3)[CH2:5][CH2:4][CH2:3][CH2:2]1.Cl.[CH3:35][N:36]1[CH2:41][CH2:40][N:39]([CH2:42][C:43]2[CH:44]=[C:45]([CH:47]=[CH:48][CH:49]=2)[NH2:46])[CH2:38][CH2:37]1.